From a dataset of Catalyst prediction with 721,799 reactions and 888 catalyst types from USPTO. Predict which catalyst facilitates the given reaction. (1) Reactant: C(C1C=CC(OCCCCCOC2C=CC(C#N)=CC=2)=CC=1)#N.C(=O)([O-])[O-].[Na+].[Na+].Cl.NO.Cl.C(C1C=CC(O[CH2:42][CH2:43][CH2:44][CH2:45][CH2:46][CH2:47][CH2:48][CH2:49][C:50](O)=O)=CC=1)(=N)N. Product: [CH3:42][CH2:43][CH2:44][CH2:45][CH2:46][CH2:47][CH2:48][CH2:49][CH3:50]. The catalyst class is: 8. (2) Reactant: [F:1][C:2]([F:32])([F:31])[CH:3]([O:8][C:9]([N:11]1[CH2:16][CH2:15][N:14]([CH2:17][C:18]2[CH:23]=[CH:22][C:21]([C:24]3[CH:29]=[CH:28][CH:27]=[CH:26][CH:25]=3)=[CH:20][C:19]=2[OH:30])[CH2:13][CH2:12]1)=[O:10])[C:4]([F:7])([F:6])[F:5].C(=O)([O-])[O-].[Cs+].[Cs+].[CH2:39](Br)[C:40]#[CH:41]. Product: [F:32][C:2]([F:1])([F:31])[CH:3]([O:8][C:9]([N:11]1[CH2:16][CH2:15][N:14]([CH2:17][C:18]2[CH:23]=[CH:22][C:21]([C:24]3[CH:29]=[CH:28][CH:27]=[CH:26][CH:25]=3)=[CH:20][C:19]=2[O:30][CH2:41][C:40]#[CH:39])[CH2:13][CH2:12]1)=[O:10])[C:4]([F:7])([F:6])[F:5]. The catalyst class is: 197. (3) Reactant: [F:1][C:2]1[CH:12]=[C:11]([C:13]2[CH:18]=[N:17][C:16]([O:19][CH2:20][CH:21]3[CH2:26][CH2:25][N:24]([CH2:27][C:28]([F:31])([CH3:30])[CH3:29])[CH2:23][CH2:22]3)=[CH:15][N:14]=2)[CH:10]=[CH:9][C:3]=1[C:4]([O:6]CC)=[O:5].O[Li].O. Product: [F:1][C:2]1[CH:12]=[C:11]([C:13]2[CH:18]=[N:17][C:16]([O:19][CH2:20][CH:21]3[CH2:26][CH2:25][N:24]([CH2:27][C:28]([F:31])([CH3:29])[CH3:30])[CH2:23][CH2:22]3)=[CH:15][N:14]=2)[CH:10]=[CH:9][C:3]=1[C:4]([OH:6])=[O:5]. The catalyst class is: 20. (4) Reactant: [CH2:1]1[C:10]2[C:5](=[CH:6][CH:7]=[CH:8][CH:9]=2)[CH2:4][CH2:3][CH2:2]1.[CH2:11]([C:15]1[CH:21]=[CH:20][C:18]([NH2:19])=[CH:17][CH:16]=1)[CH2:12][CH2:13][CH3:14].[Cl-].[Ca+2].[Cl-].[Cl-].[Al+3].[Cl-].[Cl-]. Product: [CH2:11]([C:15]1[CH:16]=[CH:17][C:18]([NH:19][C:8]2[CH:7]=[CH:6][C:5]([CH2:4][CH2:3][CH2:2][CH3:1])=[CH:10][CH:9]=2)=[CH:20][CH:21]=1)[CH2:12][CH2:13][CH3:14]. The catalyst class is: 226. (5) Reactant: [F:1][C:2]1[CH:7]=[C:6]([CH3:8])[CH:5]=[CH:4][C:3]=1[N:9]1[C:13]2[CH:14]=[CH:15][CH:16]=[CH:17][C:12]=2[NH:11][S:10]1(=[O:19])=[O:18].C1(P(C2C=CC=CC=2)C2C=CC=CC=2)C=CC=CC=1.[Br:39][CH2:40][CH2:41][CH2:42]O.N(C(OC(C)C)=O)=NC(OC(C)C)=O. Product: [Br:39][CH2:40][CH2:41][CH2:42][N:11]1[C:12]2[CH:17]=[CH:16][CH:15]=[CH:14][C:13]=2[N:9]([C:3]2[CH:4]=[CH:5][C:6]([CH3:8])=[CH:7][C:2]=2[F:1])[S:10]1(=[O:19])=[O:18]. The catalyst class is: 7. (6) Reactant: [C:1]([O:5][C:6]([N:8]1[CH2:13][CH2:12][N:11]([C:14]2[N:19]=[C:18](Cl)[N:17]=[CH:16][N:15]=2)[CH2:10][CH2:9]1)=[O:7])([CH3:4])([CH3:3])[CH3:2].[CH3:21][NH:22][CH3:23]. Product: [C:1]([O:5][C:6]([N:8]1[CH2:13][CH2:12][N:11]([C:14]2[N:19]=[C:18]([N:22]([CH3:23])[CH3:21])[N:17]=[CH:16][N:15]=2)[CH2:10][CH2:9]1)=[O:7])([CH3:4])([CH3:3])[CH3:2]. The catalyst class is: 5.